Dataset: Forward reaction prediction with 1.9M reactions from USPTO patents (1976-2016). Task: Predict the product of the given reaction. The product is: [NH2:8][C:9]1[CH:10]=[CH:11][C:12]([CH3:22])=[C:13]([NH:15][C:16](=[O:21])[CH2:17][OH:18])[CH:14]=1. Given the reactants C(OC([NH:8][C:9]1[CH:10]=[CH:11][C:12]([CH3:22])=[C:13]([NH:15][C:16](=[O:21])[C:17](OC)=[O:18])[CH:14]=1)=O)(C)(C)C.NC1C=C(NC(=O)OC(C)(C)C)C=CC=1C.ClC(=O)C(OC)=O.C(N(CC)C(C)C)(C)C, predict the reaction product.